This data is from Forward reaction prediction with 1.9M reactions from USPTO patents (1976-2016). The task is: Predict the product of the given reaction. (1) Given the reactants [CH3:1][C@@H:2]([CH2:29][CH3:30])[C@H:3]([N:12]1[CH2:16][CH2:15][C@H:14]([NH:17]C(=O)OCC2C=CC=CC=2)[C:13]1=[O:28])[C:4]([N:6]1[CH2:11][CH2:10][O:9][CH2:8][CH2:7]1)=[O:5], predict the reaction product. The product is: [NH2:17][C@H:14]1[CH2:15][CH2:16][N:12]([C@H:3]([C:4]([N:6]2[CH2:7][CH2:8][O:9][CH2:10][CH2:11]2)=[O:5])[C@@H:2]([CH3:1])[CH2:29][CH3:30])[C:13]1=[O:28]. (2) Given the reactants [CH3:1][O:2][C:3]1[CH:4]=[C:5]2[O:9][C:8]([C:10]3[N:11]=[C:12]4[N:16]([CH:17]=3)[N:15]=[C:14]([O:18][CH3:19])[S:13]4)=[CH:7][C:6]2=[C:20]([OH:22])[CH:21]=1.[CH3:23][O:24][C:25]1([C:31]2[S:32][CH:33]=[C:34]([CH2:36]O)[N:35]=2)[CH2:30][CH2:29][O:28][CH2:27][CH2:26]1.C(P(CCCC)CCCC)CCC.N(C(N1CCCCC1)=O)=NC(N1CCCCC1)=O, predict the reaction product. The product is: [CH3:19][O:18][C:14]1[S:13][C:12]2=[N:11][C:10]([C:8]3[O:9][C:5]4[CH:4]=[C:3]([O:2][CH3:1])[CH:21]=[C:20]([O:22][CH2:36][C:34]5[N:35]=[C:31]([C:25]6([O:24][CH3:23])[CH2:30][CH2:29][O:28][CH2:27][CH2:26]6)[S:32][CH:33]=5)[C:6]=4[CH:7]=3)=[CH:17][N:16]2[N:15]=1. (3) Given the reactants [OH:1][CH2:2][C:3]1[CH:11]=[CH:10][C:6]([C:7]([NH2:9])=O)=[CH:5][CH:4]=1.[CH:12]([NH2:14])=[O:13], predict the reaction product. The product is: [CH:12]([N:14]=[C:7]([NH2:9])[C:6]1[CH:10]=[CH:11][C:3]([CH2:2][OH:1])=[CH:4][CH:5]=1)=[O:13]. (4) Given the reactants [CH2:1]([O:3][C:4]1[CH:12]=[CH:11][C:7]([C:8]([OH:10])=O)=[CH:6][C:5]=1[N+:13]([O-:15])=[O:14])[CH3:2].C1C=CC2N(O)N=NC=2C=1.CCN=C=NCCCN(C)C.O[N:38]=[C:39]([C:41]1[C:42]2[CH2:43][CH2:44][CH:45]([OH:50])[C:46]=2[CH:47]=[CH:48][CH:49]=1)[NH2:40].[Na+].[Cl-], predict the reaction product. The product is: [CH2:1]([O:3][C:4]1[CH:12]=[CH:11][C:7]([C:8]2[O:10][N:40]=[C:39]([C:41]3[CH:49]=[CH:48][CH:47]=[C:46]4[C:42]=3[CH2:43][CH2:44][CH:45]4[OH:50])[N:38]=2)=[CH:6][C:5]=1[N+:13]([O-:15])=[O:14])[CH3:2]. (5) Given the reactants [C:1]([N:8]([C:27]([O:29][C:30]([CH3:33])([CH3:32])[CH3:31])=[O:28])[C@H:9]1[CH2:13][C@@H:12]([N:14]2[CH:22]=[N:21][C:20]3[C:15]2=[N:16][C:17]([Cl:24])=[N:18][C:19]=3Cl)[C@H:11](O)[C@@H:10]1O)([O:3][C:4]([CH3:7])([CH3:6])[CH3:5])=[O:2].C(NC(C)C)(C)C.[C:41]1([CH:47]([C:50]2[CH:55]=[CH:54][CH:53]=[CH:52][CH:51]=2)[CH2:48][NH2:49])[CH:46]=[CH:45][CH:44]=[CH:43][CH:42]=1, predict the reaction product. The product is: [Cl:24][C:17]1[N:16]=[C:15]2[C:20]([N:21]=[CH:22][N:14]2[C@@H:12]2[CH2:13][C@H:9]([N:8]([C:27]([O:29][C:30]([CH3:32])([CH3:33])[CH3:31])=[O:28])[C:1]([O:3][C:4]([CH3:5])([CH3:7])[CH3:6])=[O:2])[CH:10]=[CH:11]2)=[C:19]([NH:49][CH2:48][CH:47]([C:41]2[CH:46]=[CH:45][CH:44]=[CH:43][CH:42]=2)[C:50]2[CH:55]=[CH:54][CH:53]=[CH:52][CH:51]=2)[N:18]=1. (6) Given the reactants [F:1][B-:2]([F:5])([F:4])[F:3].C([O+](CC)CC)C.[Br-].[CH2:14]([N+:18]1[CH:23]=[CH:22][CH:21]=[CH:20][CH:19]=1)[CH2:15][CH2:16][CH3:17], predict the reaction product. The product is: [F:1][B-:2]([F:5])([F:4])[F:3].[CH2:14]([N+:18]1[CH:23]=[CH:22][CH:21]=[CH:20][CH:19]=1)[CH2:15][CH2:16][CH3:17]. (7) The product is: [CH2:1]([NH:5][S:6]([NH:9][C:10](=[O:31])/[CH:11]=[CH:12]/[C:13]1[C:14]([CH3:30])=[N:15][N:16]([CH3:29])[C:17]=1[N:18]1[C:26]2[C:21](=[CH:22][CH:23]=[C:24]([OH:27])[CH:25]=2)[CH:20]=[CH:19]1)(=[O:8])=[O:7])[CH2:2][CH2:3][CH3:4]. Given the reactants [CH2:1]([NH:5][S:6]([NH:9][C:10](=[O:31])/[CH:11]=[CH:12]/[C:13]1[C:14]([CH3:30])=[N:15][N:16]([CH3:29])[C:17]=1[N:18]1[C:26]2[C:21](=[CH:22][CH:23]=[C:24]([O:27]C)[CH:25]=2)[CH:20]=[CH:19]1)(=[O:8])=[O:7])[CH2:2][CH2:3][CH3:4].B(Br)(Br)Br, predict the reaction product.